From a dataset of Full USPTO retrosynthesis dataset with 1.9M reactions from patents (1976-2016). Predict the reactants needed to synthesize the given product. Given the product [F:20][C:7]1([C:4]2[S:5][CH:6]=[C:2]([CH:28]=[O:29])[N:3]=2)[CH2:12][CH2:11][N:10]([C:13]([O:15][C:16]([CH3:19])([CH3:18])[CH3:17])=[O:14])[CH2:9][CH2:8]1, predict the reactants needed to synthesize it. The reactants are: Br[C:2]1[N:3]=[C:4]([C:7]2([F:20])[CH2:12][CH2:11][N:10]([C:13]([O:15][C:16]([CH3:19])([CH3:18])[CH3:17])=[O:14])[CH2:9][CH2:8]2)[S:5][CH:6]=1.C([Li])CCC.CN(C)[CH:28]=[O:29].[Cl-].[NH4+].